Dataset: Full USPTO retrosynthesis dataset with 1.9M reactions from patents (1976-2016). Task: Predict the reactants needed to synthesize the given product. Given the product [OH:34][C@@H:33]([C:35]1[CH:40]=[CH:39][CH:38]=[CH:37][CH:36]=1)[C@@H:32]([NH:13][C:14]([C:16]1[S:17][CH:18]=[CH:19][C:20]=1[NH:21][C:22]1[CH:27]=[CH:26][N:25]=[C:24]2[NH:28][CH:29]=[CH:30][C:23]=12)=[O:15])[CH2:41][OH:42], predict the reactants needed to synthesize it. The reactants are: C(OC(N1CCC([NH:13][C:14]([C:16]2[S:17][CH:18]=[CH:19][C:20]=2[NH:21][C:22]2[CH:27]=[CH:26][N:25]=[C:24]3[NH:28][CH:29]=[CH:30][C:23]=23)=[O:15])C1)=O)(C)(C)C.N[C@@H:32]([CH2:41][OH:42])[C@H:33]([C:35]1[CH:40]=[CH:39][CH:38]=[CH:37][CH:36]=1)[OH:34].